From a dataset of Full USPTO retrosynthesis dataset with 1.9M reactions from patents (1976-2016). Predict the reactants needed to synthesize the given product. (1) Given the product [CH:22]([N:1]1[C:9]2[CH:8]=[CH:7][CH:6]=[C:5]3[CH2:10][CH2:11][N:12]([C:14]([O:16][C:17]([CH3:20])([CH3:19])[CH3:18])=[O:15])[CH2:13][C@H:3]([C:4]=23)[CH2:2]1)([CH3:24])[CH3:21], predict the reactants needed to synthesize it. The reactants are: [NH:1]1[C:9]2[CH:8]=[CH:7][CH:6]=[C:5]3[CH2:10][CH2:11][N:12]([C:14]([O:16][C:17]([CH3:20])([CH3:19])[CH3:18])=[O:15])[CH2:13][C@H:3]([C:4]=23)[CH2:2]1.[CH3:21][C:22]([CH3:24])=O.C(O[BH-](OC(=O)C)OC(=O)C)(=O)C.[Na+].C(=O)(O)[O-].[Na+]. (2) Given the product [CH3:16][O:15][C:13]1[CH:12]=[CH:11][N+:10]([O-:17])=[C:9]2[NH:8][CH:7]=[C:6]([C:4](=[O:5])[C:1](=[O:3])[N:39]3[CH2:40][CH2:41][N:36]([C:35]4[N:31]([C:25]5[CH:30]=[CH:29][CH:28]=[CH:27][CH:26]=5)[N:32]=[N:33][N:34]=4)[CH2:37][CH2:38]3)[C:14]=12, predict the reactants needed to synthesize it. The reactants are: [C:1]([C:4]([C:6]1[C:14]2[C:9](=[N+:10]([O-:17])[CH:11]=[CH:12][C:13]=2[O:15][CH3:16])[NH:8][CH:7]=1)=[O:5])([OH:3])=O.C(N(CC)CC)C.[C:25]1([N:31]2[C:35]([N:36]3[CH2:41][CH2:40][NH:39][CH2:38][CH2:37]3)=[N:34][N:33]=[N:32]2)[CH:30]=[CH:29][CH:28]=[CH:27][CH:26]=1.CN(C(ON1N=NC2C=CC=CC1=2)=[N+](C)C)C.[B-](F)(F)(F)F. (3) Given the product [CH2:1]([O:8][C:9]1[C:14](=[O:15])[N:13]2[CH:16]=[C:17]([CH3:20])[CH:18]=[CH:19][C:12]2=[N:11][C:10]=1[C:21]([NH:31][NH:30][C:28](=[O:29])[C:27]1[CH:32]=[CH:33][CH:34]=[C:25]([CH3:24])[CH:26]=1)=[O:22])[C:2]1[CH:3]=[CH:4][CH:5]=[CH:6][CH:7]=1, predict the reactants needed to synthesize it. The reactants are: [CH2:1]([O:8][C:9]1[C:14](=[O:15])[N:13]2[CH:16]=[C:17]([CH3:20])[CH:18]=[CH:19][C:12]2=[N:11][C:10]=1[C:21](O)=[O:22])[C:2]1[CH:7]=[CH:6][CH:5]=[CH:4][CH:3]=1.[CH3:24][C:25]1[CH:26]=[C:27]([CH:32]=[CH:33][CH:34]=1)[C:28]([NH:30][NH2:31])=[O:29].ON1C2C=CC=CC=2N=N1.Cl.CN(C)CCCN=C=NCC.